Dataset: NCI-60 drug combinations with 297,098 pairs across 59 cell lines. Task: Regression. Given two drug SMILES strings and cell line genomic features, predict the synergy score measuring deviation from expected non-interaction effect. (1) Drug 1: C1=NC2=C(N1)C(=S)N=C(N2)N. Drug 2: CC1CCC2CC(C(=CC=CC=CC(CC(C(=O)C(C(C(=CC(C(=O)CC(OC(=O)C3CCCCN3C(=O)C(=O)C1(O2)O)C(C)CC4CCC(C(C4)OC)O)C)C)O)OC)C)C)C)OC. Cell line: 786-0. Synergy scores: CSS=41.8, Synergy_ZIP=-8.71, Synergy_Bliss=-7.06, Synergy_Loewe=-0.363, Synergy_HSA=0.678. (2) Drug 1: CC1=C2C(C(=O)C3(C(CC4C(C3C(C(C2(C)C)(CC1OC(=O)C(C(C5=CC=CC=C5)NC(=O)C6=CC=CC=C6)O)O)OC(=O)C7=CC=CC=C7)(CO4)OC(=O)C)O)C)OC(=O)C. Drug 2: CN1C=C(C=N1)C2=C3N=C(C(=C(N3N=C2)N)Br)C4CCCNC4. Cell line: OVCAR3. Synergy scores: CSS=67.1, Synergy_ZIP=0.168, Synergy_Bliss=-0.824, Synergy_Loewe=-0.748, Synergy_HSA=3.48. (3) Drug 1: CC1=C(C(CCC1)(C)C)C=CC(=CC=CC(=CC(=O)O)C)C. Drug 2: COC1=C2C(=CC3=C1OC=C3)C=CC(=O)O2. Cell line: SR. Synergy scores: CSS=-0.901, Synergy_ZIP=-0.883, Synergy_Bliss=-2.47, Synergy_Loewe=-5.27, Synergy_HSA=-4.17. (4) Drug 1: C1=NC2=C(N=C(N=C2N1C3C(C(C(O3)CO)O)O)F)N. Drug 2: C1=CN(C=N1)CC(O)(P(=O)(O)O)P(=O)(O)O. Cell line: CCRF-CEM. Synergy scores: CSS=49.4, Synergy_ZIP=5.84, Synergy_Bliss=6.57, Synergy_Loewe=-16.8, Synergy_HSA=2.57. (5) Cell line: SK-MEL-5. Synergy scores: CSS=2.51, Synergy_ZIP=-1.80, Synergy_Bliss=0.588, Synergy_Loewe=0.628, Synergy_HSA=1.23. Drug 2: CCCCCOC(=O)NC1=NC(=O)N(C=C1F)C2C(C(C(O2)C)O)O. Drug 1: CCC(=C(C1=CC=CC=C1)C2=CC=C(C=C2)OCCN(C)C)C3=CC=CC=C3.C(C(=O)O)C(CC(=O)O)(C(=O)O)O.